From a dataset of Full USPTO retrosynthesis dataset with 1.9M reactions from patents (1976-2016). Predict the reactants needed to synthesize the given product. (1) Given the product [F:32][C:2]([F:1])([F:31])[C:3]1[CH:17]=[C:16]2[C:6]([C:7]([OH:30])=[C:8]([C:19]([NH:21][CH2:22][C:23]([OH:25])=[O:24])=[O:20])[C:9](=[O:18])[C:10]32[CH2:11][CH2:12][O:13][CH2:14][CH2:15]3)=[CH:5][CH:4]=1, predict the reactants needed to synthesize it. The reactants are: [F:1][C:2]([F:32])([F:31])[C:3]1[CH:17]=[C:16]2[C:6]([C:7]([OH:30])=[C:8]([C:19]([NH:21][CH2:22][C:23]([O:25]C(C)(C)C)=[O:24])=[O:20])[C:9](=[O:18])[C:10]32[CH2:15][CH2:14][O:13][CH2:12][CH2:11]3)=[CH:5][CH:4]=1.C(O)(C(F)(F)F)=O. (2) Given the product [CH3:8][C:9]1[CH:14]=[CH:13][C:12]([S:15]([O:7][CH2:6][C:2]2([CH3:1])[CH2:5][O:4][CH2:3]2)(=[O:17])=[O:16])=[CH:11][CH:10]=1, predict the reactants needed to synthesize it. The reactants are: [CH3:1][C:2]1([CH2:6][OH:7])[CH2:5][O:4][CH2:3]1.[CH3:8][C:9]1[CH:14]=[CH:13][C:12]([S:15](Cl)(=[O:17])=[O:16])=[CH:11][CH:10]=1. (3) Given the product [Br:13][C:12]1[C:5]2[O:4][CH:1]([CH3:2])[CH2:15][C:6]=2[C:7]([Cl:14])=[C:8]([C:9]#[N:10])[CH:11]=1, predict the reactants needed to synthesize it. The reactants are: [CH2:1]([O:4][C:5]1[C:12]([Br:13])=[CH:11][C:8]([C:9]#[N:10])=[C:7]([Cl:14])[CH:6]=1)[CH:2]=C.[CH2:15](O)CO. (4) Given the product [CH3:8][C:7]1[CH:6]=[CH:5][C:4]([NH:9][C:10]([CH:12]2[CH2:14][CH2:13]2)=[O:11])=[CH:3][C:2]=1[B:15]1[O:19][C:18]([CH3:21])([CH3:20])[C:17]([CH3:23])([CH3:22])[O:16]1, predict the reactants needed to synthesize it. The reactants are: Br[C:2]1[CH:3]=[C:4]([NH:9][C:10]([CH:12]2[CH2:14][CH2:13]2)=[O:11])[CH:5]=[CH:6][C:7]=1[CH3:8].[B:15]1([B:15]2[O:19][C:18]([CH3:21])([CH3:20])[C:17]([CH3:23])([CH3:22])[O:16]2)[O:19][C:18]([CH3:21])([CH3:20])[C:17]([CH3:23])([CH3:22])[O:16]1.C([O-])(=O)C.[K+]. (5) Given the product [N+:14]([C:11]1[CH:12]=[CH:13][C:8]([N:1]2[CH2:6][CH2:5][O:4][CH2:3][CH2:2]2)=[CH:9][CH:10]=1)([O-:16])=[O:15], predict the reactants needed to synthesize it. The reactants are: [NH:1]1[CH2:6][CH2:5][O:4][CH2:3][CH2:2]1.F[C:8]1[CH:13]=[CH:12][C:11]([N+:14]([O-:16])=[O:15])=[CH:10][CH:9]=1.O.